This data is from Forward reaction prediction with 1.9M reactions from USPTO patents (1976-2016). The task is: Predict the product of the given reaction. (1) Given the reactants [CH2:1]([C:3]1[N:7]([C:8]2[N:16]=[C:15]3[C:11]([N:12]=[C:13]([CH:18]=O)[N:14]3[CH3:17])=[C:10]([N:20]3[CH2:25][CH2:24][O:23][CH2:22][CH2:21]3)[N:9]=2)[C:6]2[CH:26]=[CH:27][CH:28]=[CH:29][C:5]=2[N:4]=1)[CH3:2].[F:30][CH:31]1[CH2:34][N:33]([CH:35]2[CH2:38][NH:37][CH2:36]2)[CH2:32]1.COC(OC)OC.C(O)(=O)C.C(O[BH-](OC(=O)C)OC(=O)C)(=O)C.[Na+], predict the reaction product. The product is: [CH2:1]([C:3]1[N:7]([C:8]2[N:16]=[C:15]3[C:11]([N:12]=[C:13]([CH2:18][N:37]4[CH2:38][CH:35]([N:33]5[CH2:34][CH:31]([F:30])[CH2:32]5)[CH2:36]4)[N:14]3[CH3:17])=[C:10]([N:20]3[CH2:21][CH2:22][O:23][CH2:24][CH2:25]3)[N:9]=2)[C:6]2[CH:26]=[CH:27][CH:28]=[CH:29][C:5]=2[N:4]=1)[CH3:2]. (2) Given the reactants Br[C:2]1[CH:3]=[CH:4][CH:5]=[C:6]2[C:11]=1[N:10]=[C:9]([C:12]1[N:13]([C:21]3[CH:26]=[CH:25][CH:24]=[CH:23][CH:22]=3)[C:14]3[C:19]([CH:20]=1)=[CH:18][CH:17]=[CH:16][CH:15]=3)[CH:8]=[CH:7]2.[CH:27]([C:30]1[CH:36]=[CH:35][CH:34]=[C:33]([CH:37](C)C)[C:31]=1[NH2:32])(C)C.C1(P(C2CCCCC2)C2C=CC=CC=2C2C=CC=CC=2N(C)C)CCCCC1.O, predict the reaction product. The product is: [CH3:27][C:30]1[CH:36]=[CH:35][CH:34]=[C:33]([CH3:37])[C:31]=1[NH:32][C:2]1[CH:3]=[CH:4][CH:5]=[C:6]2[C:11]=1[N:10]=[C:9]([C:12]1[N:13]([C:21]3[CH:22]=[CH:23][CH:24]=[CH:25][CH:26]=3)[C:14]3[C:19]([CH:20]=1)=[CH:18][CH:17]=[CH:16][CH:15]=3)[CH:8]=[CH:7]2. (3) Given the reactants [C:1]([C:4]1[CH:9]=[CH:8][C:7]([C:10]2[CH:15]=[CH:14][CH:13]=[C:12]([CH2:16][C:17]([N:19]([CH3:26])[C:20]3[CH:25]=[CH:24][CH:23]=[CH:22][CH:21]=3)=[O:18])[CH:11]=2)=[CH:6][CH:5]=1)(=O)C.[S:27]1[CH2:31][C:30](=[O:32])[NH:29][C:28]1=[O:33], predict the reaction product. The product is: [O:33]=[C:28]1[NH:29][C:30](=[O:32])[C:31](=[CH:1][C:4]2[CH:5]=[CH:6][C:7]([C:10]3[CH:15]=[CH:14][CH:13]=[C:12]([CH2:16][C:17]([N:19]([CH3:26])[C:20]4[CH:25]=[CH:24][CH:23]=[CH:22][CH:21]=4)=[O:18])[CH:11]=3)=[CH:8][CH:9]=2)[S:27]1. (4) Given the reactants [OH:1][C@@H:2]1[CH2:24][C@@H:6]2[C:7](=[O:23])[O:8][C:9]3[C@@H:10]4[CH2:17][CH2:16][C@H:15]([C@H:18]([CH3:21])[CH2:19][OH:20])[C@@:11]4([CH3:22])[CH2:12][CH2:13][C:14]=3[C@@:5]2([CH3:25])[CH2:4][CH2:3]1, predict the reaction product. The product is: [CH2:24]([O:20][CH2:19][C@H:18]([C@@H:15]1[C@@:11]2([CH3:22])[CH2:12][CH2:13][C:14]3[C@@:5]4([CH3:25])[CH2:4][CH2:3][C@H:2]([O:1][CH2:7][O:8][CH3:9])[CH2:24][C@@H:6]4[C:7](=[O:23])[O:8][C:9]=3[C@@H:10]2[CH2:17][CH2:16]1)[CH3:21])[CH:2]=[CH2:3]. (5) The product is: [Cl:1][C:2]1[CH:3]=[CH:4][C:5]([CH2:6][N:7]2[C:15]3[C:14](=[O:16])[N:13]([CH2:17][CH2:18][CH2:19][OH:20])[C:12](=[O:27])[N:11]([CH3:28])[C:10]=3[N:9]=[C:8]2[O:29][CH2:30][CH2:31][O:32][CH:33]2[CH2:34][CH2:35][CH2:36][CH2:37][CH2:38]2)=[CH:39][CH:40]=1. Given the reactants [Cl:1][C:2]1[CH:40]=[CH:39][C:5]([CH2:6][N:7]2[C:15]3[C:14](=[O:16])[N:13]([CH2:17][CH2:18][CH2:19][O:20]C4CCCCO4)[C:12](=[O:27])[N:11]([CH3:28])[C:10]=3[N:9]=[C:8]2[O:29][CH2:30][CH2:31][O:32][CH:33]2[CH2:38][CH2:37][CH2:36][CH2:35][CH2:34]2)=[CH:4][CH:3]=1, predict the reaction product. (6) Given the reactants [Cl:1][C:2]1[CH:3]=[C:4]([N:9]2[CH:13]=[C:12]([CH2:14][N:15]3[CH:19]=[CH:18][N:17]=[C:16]3[NH2:20])[N:11]=[CH:10]2)[CH:5]=[CH:6][C:7]=1[Cl:8].C(N(CC)CC)C.[C:28](Cl)(=[O:30])[CH3:29].CCOC(C)=O, predict the reaction product. The product is: [Cl:1][C:2]1[CH:3]=[C:4]([N:9]2[CH:13]=[C:12]([CH2:14][N:15]3[CH:19]=[CH:18][N:17]=[C:16]3[NH:20][C:28](=[O:30])[CH3:29])[N:11]=[CH:10]2)[CH:5]=[CH:6][C:7]=1[Cl:8]. (7) Given the reactants [OH:1][C:2]1[CH:10]=[CH:9][C:8]2[N:7]3[CH2:11][C@@H:12]([CH3:16])[NH:13][C:14](=[O:15])[C:6]3=[CH:5][C:4]=2[CH:3]=1.[CH:17]([N:20]1[CH2:25][CH2:24][CH:23](O)[CH2:22][CH2:21]1)([CH3:19])[CH3:18].C1(P(C2C=CC=CC=2)C2C=CC=CC=2)C=CC=CC=1.C(OC(N=NC(OC(C)(C)C)=O)=O)(C)(C)C, predict the reaction product. The product is: [CH:17]([N:20]1[CH2:25][CH2:24][CH:23]([O:1][C:2]2[CH:10]=[CH:9][C:8]3[N:7]4[CH2:11][C@@H:12]([CH3:16])[NH:13][C:14](=[O:15])[C:6]4=[CH:5][C:4]=3[CH:3]=2)[CH2:22][CH2:21]1)([CH3:19])[CH3:18]. (8) The product is: [C:14]1([CH2:13][N:12]2[C:11]3[C:10]4[CH:9]=[CH:8][CH:7]=[CH:6][C:5]=4[N:4]=[CH:3][C:2]=3[N:1]=[C:20]2[CH2:21][OH:22])[CH:19]=[CH:18][CH:17]=[CH:16][CH:15]=1. Given the reactants [NH2:1][C:2]1[CH:3]=[N:4][C:5]2[C:10]([C:11]=1[NH:12][CH2:13][C:14]1[CH:19]=[CH:18][CH:17]=[CH:16][CH:15]=1)=[CH:9][CH:8]=[CH:7][CH:6]=2.[C:20](O)(=O)[CH2:21][OH:22].[OH-].[NH4+], predict the reaction product. (9) Given the reactants Cl.C(N=C=NCCCN(C)C)C.[O:13]=[C:14]1[C:18]([C:25]2[CH:30]=[CH:29][CH:28]=[CH:27][CH:26]=2)([C:19]2[CH:24]=[CH:23][CH:22]=[CH:21][CH:20]=2)[CH2:17][CH2:16][N:15]1[CH2:31][C:32](O)=[O:33].[F:35][C:36]([F:46])([F:45])[C:37]1[N:42]=[CH:41][C:40]([CH2:43][NH2:44])=[CH:39][CH:38]=1, predict the reaction product. The product is: [O:13]=[C:14]1[C:18]([C:25]2[CH:30]=[CH:29][CH:28]=[CH:27][CH:26]=2)([C:19]2[CH:20]=[CH:21][CH:22]=[CH:23][CH:24]=2)[CH2:17][CH2:16][N:15]1[CH2:31][C:32]([NH:44][CH2:43][C:40]1[CH:41]=[N:42][C:37]([C:36]([F:46])([F:35])[F:45])=[CH:38][CH:39]=1)=[O:33]. (10) Given the reactants C[O:2][C:3](=[O:17])[CH:4]([NH:12][C:13]([O:15][CH3:16])=[O:14])[CH2:5][CH:6]1[CH2:11][CH2:10][O:9][CH2:8][CH2:7]1.[Li+].[OH-], predict the reaction product. The product is: [CH3:16][O:15][C:13]([NH:12][CH:4]([CH2:5][CH:6]1[CH2:7][CH2:8][O:9][CH2:10][CH2:11]1)[C:3]([OH:17])=[O:2])=[O:14].